This data is from Reaction yield outcomes from USPTO patents with 853,638 reactions. The task is: Predict the reaction yield, written as a fraction of the theoretical maximum amount of product (1.0 means a 100% yield; for example, 0.34 means a 34% yield). (1) The yield is 0.840. The reactants are [CH3:1][O:2][C:3]1[CH:12]=[C:11]2[C:6]([CH2:7][CH2:8][C:9](=[O:13])[CH2:10]2)=[CH:5][CH:4]=1.N1CCCC1.Br[CH2:20][C:21]1[CH:26]=[CH:25][C:24]([Cl:27])=[C:23]([Cl:28])[CH:22]=1.CO.C(Cl)Cl.O. The catalyst is CO.CC#N. The product is [Cl:28][C:23]1[CH:22]=[C:21]([CH:26]=[CH:25][C:24]=1[Cl:27])[CH2:20][CH:10]1[C:11]2[C:6](=[CH:5][CH:4]=[C:3]([O:2][CH3:1])[CH:12]=2)[CH2:7][CH2:8][C:9]1=[O:13]. (2) The reactants are [N:1]([CH2:4][CH:5]1[NH:10][C:9]2[C:11](Br)=[CH:12][C:13]([Cl:15])=[CH:14][C:8]=2[O:7][CH2:6]1)=[N+:2]=[N-:3].[Cl:17][C:18]1[CH:23]=[CH:22][C:21](B(O)O)=[C:20]([CH3:27])[CH:19]=1. No catalyst specified. The product is [N:1]([CH2:4][CH:5]1[NH:10][C:9]2[C:11]([C:21]3[CH:22]=[CH:23][C:18]([Cl:17])=[CH:19][C:20]=3[CH3:27])=[CH:12][C:13]([Cl:15])=[CH:14][C:8]=2[O:7][CH2:6]1)=[N+:2]=[N-:3]. The yield is 0.520. (3) The reactants are [CH3:1][O:2][C:3]([C:5]1([C:8]2[CH:13]=[CH:12][C:11]([OH:14])=[C:10]([C:15](=[N:17][OH:18])[CH3:16])[CH:9]=2)[CH2:7][CH2:6]1)=[O:4].[CH3:19][C:20](OC(C)=O)=[O:21]. No catalyst specified. The product is [C:20]([O:18]/[N:17]=[C:15](/[C:10]1[CH:9]=[C:8]([C:5]2([C:3]([O:2][CH3:1])=[O:4])[CH2:7][CH2:6]2)[CH:13]=[CH:12][C:11]=1[OH:14])\[CH3:16])(=[O:21])[CH3:19]. The yield is 0.990. (4) The reactants are Br[C:2]1[C:10]2[C:9]([NH:11][C@H:12]([C:14]3[N:19]([C:20]4[CH:25]=[CH:24][CH:23]=[CH:22][CH:21]=4)[C:18](=[O:26])[C:17]4=[C:27]([CH3:30])[CH:28]=[CH:29][N:16]4[N:15]=3)[CH3:13])=[N:8][CH:7]=[N:6][C:5]=2[N:4]([CH2:31][O:32][CH2:33][CH2:34][Si:35]([CH3:38])([CH3:37])[CH3:36])[CH:3]=1.[CH3:39][N:40]1[C:44](B2OC(C)(C)C(C)(C)O2)=[CH:43][C:42]([C:54]([F:57])([F:56])[F:55])=[N:41]1.C(=O)([O-])[O-].[Na+].[Na+]. The catalyst is COCCOC.O.Cl[Pd](Cl)([P](C1C=CC=CC=1)(C1C=CC=CC=1)C1C=CC=CC=1)[P](C1C=CC=CC=1)(C1C=CC=CC=1)C1C=CC=CC=1. The product is [CH3:30][C:27]1[CH:28]=[CH:29][N:16]2[C:17]=1[C:18](=[O:26])[N:19]([C:20]1[CH:25]=[CH:24][CH:23]=[CH:22][CH:21]=1)[C:14]([C@@H:12]([NH:11][C:9]1[C:10]3[C:2]([C:44]4[N:40]([CH3:39])[N:41]=[C:42]([C:54]([F:57])([F:56])[F:55])[CH:43]=4)=[CH:3][N:4]([CH2:31][O:32][CH2:33][CH2:34][Si:35]([CH3:38])([CH3:37])[CH3:36])[C:5]=3[N:6]=[CH:7][N:8]=1)[CH3:13])=[N:15]2. The yield is 0.450. (5) The reactants are [CH:1]([C:3]1[N:8]=[N:7][C:6]2[O:9][CH2:10][CH2:11][O:12][C:5]=2[CH:4]=1)=C.I([O-])(=O)(=O)=[O:14].[Na+]. The catalyst is O1CCOCC1.O.[Os](=O)(=O)(=O)=O. The product is [N:7]1[C:6]2[O:9][CH2:10][CH2:11][O:12][C:5]=2[CH:4]=[C:3]([CH:1]=[O:14])[N:8]=1. The yield is 0.640.